This data is from Full USPTO retrosynthesis dataset with 1.9M reactions from patents (1976-2016). The task is: Predict the reactants needed to synthesize the given product. The reactants are: [C:1]([O:5][C:6]([N:8]1[CH2:13][CH2:12][C:11](=O)[CH:10](Br)[CH2:9]1)=[O:7])([CH3:4])([CH3:3])[CH3:2].[CH3:16][O:17][C:18]1[CH:19]=[C:20]([NH:30][C:31]([NH2:33])=[S:32])[CH:21]=[CH:22][C:23]=1[N:24]1[CH:28]=[C:27]([CH3:29])[N:26]=[CH:25]1.C(N(CC)C(C)C)(C)C. Given the product [C:1]([O:5][C:6]([N:8]1[CH2:13][CH2:12][C:11]2[N:33]=[C:31]([NH:30][C:20]3[CH:21]=[CH:22][C:23]([N:24]4[CH:28]=[C:27]([CH3:29])[N:26]=[CH:25]4)=[C:18]([O:17][CH3:16])[CH:19]=3)[S:32][C:10]=2[CH2:9]1)=[O:7])([CH3:4])([CH3:3])[CH3:2], predict the reactants needed to synthesize it.